From a dataset of Catalyst prediction with 721,799 reactions and 888 catalyst types from USPTO. Predict which catalyst facilitates the given reaction. Reactant: [CH:1]([N:14]1[CH2:19][CH2:18][NH:17][CH2:16][CH2:15]1)([C:8]1[CH:13]=[CH:12][CH:11]=[CH:10][CH:9]=1)[C:2]1[CH:7]=[CH:6][CH:5]=[CH:4][CH:3]=1.[F:20][C:21]1[CH:26]=[CH:25][C:24]([C:27]2([C:38]3[CH:43]=[CH:42][C:41]([F:44])=[CH:40][CH:39]=3)[CH2:32][CH2:31][CH2:30][N:29]([CH2:33][C:34](O)=[O:35])[C:28]2=[O:37])=[CH:23][CH:22]=1.Cl.C(N=C=NCCCN(C)C)C. Product: [CH:1]([N:14]1[CH2:19][CH2:18][N:17]([C:34](=[O:35])[CH2:33][N:29]2[CH2:30][CH2:31][CH2:32][C:27]([C:24]3[CH:25]=[CH:26][C:21]([F:20])=[CH:22][CH:23]=3)([C:38]3[CH:39]=[CH:40][C:41]([F:44])=[CH:42][CH:43]=3)[C:28]2=[O:37])[CH2:16][CH2:15]1)([C:8]1[CH:13]=[CH:12][CH:11]=[CH:10][CH:9]=1)[C:2]1[CH:7]=[CH:6][CH:5]=[CH:4][CH:3]=1. The catalyst class is: 112.